Dataset: Tox21: 12 toxicity assays (nuclear receptors and stress response pathways). Task: Binary classification across 12 toxicity assays. (1) The molecule is Clc1ccc2nsnc2c1NC1=NCCN1. It tested positive (active) for: NR-AR (Androgen Receptor agonist activity). (2) The compound is S=C(Nc1ccccc1)Nc1ccccc1. It tested positive (active) for: SR-HSE (Heat Shock Element response). (3) The drug is CN1[C@H]2CC[C@@H]1C[C@H](OC(=O)C(O)c1ccccc1)C2. It tested positive (active) for: NR-AR (Androgen Receptor agonist activity). (4) The drug is C[C@H](CCC(=O)O)[C@H]1CC[C@H]2[C@H]3[C@H](CC[C@@]21C)[C@@]1(C)CC[C@@H](O)C[C@H]1C[C@H]3O. It tested positive (active) for: NR-AR (Androgen Receptor agonist activity). (5) The molecule is CC(C)(C)c1cc(O)c(C(C)(C)C)cc1O. It tested positive (active) for: SR-ARE (Antioxidant Response Element (oxidative stress)), and SR-MMP (Mitochondrial Membrane Potential disruption). (6) The molecule is COc1ccc2c(c1OC)CN1CCc3cc4c(cc3C1C2)OCO4. It tested positive (active) for: SR-MMP (Mitochondrial Membrane Potential disruption). (7) The molecule is CC(C)(C)C1CCC(=O)CC1. It tested positive (active) for: SR-HSE (Heat Shock Element response). (8) It tested positive (active) for: NR-AhR (Aryl hydrocarbon Receptor agonist activity), NR-ER (Estrogen Receptor agonist activity), SR-ARE (Antioxidant Response Element (oxidative stress)), and SR-ATAD5 (ATAD5 genotoxicity (DNA damage)). The drug is O=c1cc(-c2ccccc2)oc2ccccc12. (9) The molecule is COc1ccc(OC)c(NC(=O)CC(C)=O)c1. It tested positive (active) for: NR-AhR (Aryl hydrocarbon Receptor agonist activity).